The task is: Regression. Given two drug SMILES strings and cell line genomic features, predict the synergy score measuring deviation from expected non-interaction effect.. This data is from NCI-60 drug combinations with 297,098 pairs across 59 cell lines. (1) Drug 1: C1=CC(=C2C(=C1NCCNCCO)C(=O)C3=C(C=CC(=C3C2=O)O)O)NCCNCCO. Drug 2: CC(CN1CC(=O)NC(=O)C1)N2CC(=O)NC(=O)C2. Cell line: SF-539. Synergy scores: CSS=39.6, Synergy_ZIP=-0.306, Synergy_Bliss=-0.312, Synergy_Loewe=1.58, Synergy_HSA=3.66. (2) Drug 1: COC1=NC(=NC2=C1N=CN2C3C(C(C(O3)CO)O)O)N. Drug 2: C1=CC=C(C(=C1)C(C2=CC=C(C=C2)Cl)C(Cl)Cl)Cl. Cell line: LOX IMVI. Synergy scores: CSS=35.1, Synergy_ZIP=10.5, Synergy_Bliss=11.2, Synergy_Loewe=-2.52, Synergy_HSA=5.13.